Dataset: Catalyst prediction with 721,799 reactions and 888 catalyst types from USPTO. Task: Predict which catalyst facilitates the given reaction. (1) Reactant: [Cl:1][C:2]1[CH:7]=[CH:6][C:5]([N:8]([CH2:13][C:14](=[CH2:20])[CH2:15][CH2:16][N:17]=[N+]=[N-])[S:9]([CH3:12])(=[O:11])=[O:10])=[C:4](I)[CH:3]=1.C[Si]([SiH]([Si](C)(C)C)[Si](C)(C)C)(C)C.N(C1(C#N)CCCCC1)=NC1(C#N)CCCCC1. Product: [CH3:12][S:9]([N:8]1[C:5]2[C:4](=[CH:3][C:2]([Cl:1])=[CH:7][CH:6]=2)[C:14]2([CH2:15][CH2:16][NH:17][CH2:20]2)[CH2:13]1)(=[O:11])=[O:10]. The catalyst class is: 48. (2) Reactant: O=[C:2]1[CH2:7][CH2:6][CH2:5][CH2:4][CH:3]1[C:8]#[N:9].C([O-])(=O)C.[Na+].[CH2:15]([NH:17][NH2:18])[CH3:16].C([O-])(=O)C([O-])=O. Product: [CH2:15]([N:17]1[C:8]([NH2:9])=[C:3]2[C:2]([CH2:7][CH2:6][CH2:5][CH2:4]2)=[N:18]1)[CH3:16]. The catalyst class is: 8.